This data is from NCI-60 drug combinations with 297,098 pairs across 59 cell lines. The task is: Regression. Given two drug SMILES strings and cell line genomic features, predict the synergy score measuring deviation from expected non-interaction effect. (1) Drug 1: CC1=CC=C(C=C1)C2=CC(=NN2C3=CC=C(C=C3)S(=O)(=O)N)C(F)(F)F. Drug 2: CC(C)(C#N)C1=CC(=CC(=C1)CN2C=NC=N2)C(C)(C)C#N. Cell line: TK-10. Synergy scores: CSS=-5.64, Synergy_ZIP=2.78, Synergy_Bliss=2.43, Synergy_Loewe=-4.58, Synergy_HSA=-3.27. (2) Drug 1: C1=CC(=CC=C1CCC2=CNC3=C2C(=O)NC(=N3)N)C(=O)NC(CCC(=O)O)C(=O)O. Drug 2: CC1=C(C(=CC=C1)Cl)NC(=O)C2=CN=C(S2)NC3=CC(=NC(=N3)C)N4CCN(CC4)CCO. Cell line: SW-620. Synergy scores: CSS=33.5, Synergy_ZIP=-0.396, Synergy_Bliss=-0.281, Synergy_Loewe=-4.98, Synergy_HSA=0.00414. (3) Drug 1: CC(CN1CC(=O)NC(=O)C1)N2CC(=O)NC(=O)C2. Drug 2: C1C(C(OC1N2C=NC3=C2NC=NCC3O)CO)O. Cell line: T-47D. Synergy scores: CSS=-0.317, Synergy_ZIP=-2.22, Synergy_Bliss=-4.00, Synergy_Loewe=-3.58, Synergy_HSA=-3.41.